This data is from Full USPTO retrosynthesis dataset with 1.9M reactions from patents (1976-2016). The task is: Predict the reactants needed to synthesize the given product. Given the product [Cl:20][C:17]1[CH:18]=[CH:19][C:14]([C:4]2[N:3]=[C:2]([N:22]3[CH2:27][CH2:26][CH2:25][CH:24]([NH:28][C:29]4[CH:30]=[CH:31][C:32]([C:35]#[N:36])=[CH:33][N:34]=4)[CH2:23]3)[C:7]([C:8]#[N:9])=[C:6]([C:10]([F:13])([F:12])[F:11])[CH:5]=2)=[CH:15][CH:16]=1, predict the reactants needed to synthesize it. The reactants are: Cl[C:2]1[C:7]([C:8]#[N:9])=[C:6]([C:10]([F:13])([F:12])[F:11])[CH:5]=[C:4]([C:14]2[CH:19]=[CH:18][C:17]([Cl:20])=[CH:16][CH:15]=2)[N:3]=1.Cl.[NH:22]1[CH2:27][CH2:26][CH2:25][CH:24]([NH:28][C:29]2[N:34]=[CH:33][C:32]([C:35]#[N:36])=[CH:31][CH:30]=2)[CH2:23]1.